Dataset: NCI-60 drug combinations with 297,098 pairs across 59 cell lines. Task: Regression. Given two drug SMILES strings and cell line genomic features, predict the synergy score measuring deviation from expected non-interaction effect. (1) Drug 1: CN1C(=O)N2C=NC(=C2N=N1)C(=O)N. Drug 2: CC1=C(C(=O)C2=C(C1=O)N3CC4C(C3(C2COC(=O)N)OC)N4)N. Cell line: PC-3. Synergy scores: CSS=12.3, Synergy_ZIP=-5.40, Synergy_Bliss=-2.85, Synergy_Loewe=-16.1, Synergy_HSA=-2.37. (2) Drug 1: C1=CC=C(C(=C1)C(C2=CC=C(C=C2)Cl)C(Cl)Cl)Cl. Drug 2: C(CN)CNCCSP(=O)(O)O. Cell line: OVCAR-8. Synergy scores: CSS=0.990, Synergy_ZIP=1.01, Synergy_Bliss=1.69, Synergy_Loewe=1.68, Synergy_HSA=-0.230. (3) Synergy scores: CSS=52.0, Synergy_ZIP=-1.56, Synergy_Bliss=0.685, Synergy_Loewe=1.97, Synergy_HSA=4.15. Cell line: NCIH23. Drug 2: C1CN1C2=NC(=NC(=N2)N3CC3)N4CC4. Drug 1: CC1CCC2CC(C(=CC=CC=CC(CC(C(=O)C(C(C(=CC(C(=O)CC(OC(=O)C3CCCCN3C(=O)C(=O)C1(O2)O)C(C)CC4CCC(C(C4)OC)OCCO)C)C)O)OC)C)C)C)OC. (4) Drug 1: CN(C)N=NC1=C(NC=N1)C(=O)N. Drug 2: CC1=C2C(C(=O)C3(C(CC4C(C3C(C(C2(C)C)(CC1OC(=O)C(C(C5=CC=CC=C5)NC(=O)C6=CC=CC=C6)O)O)OC(=O)C7=CC=CC=C7)(CO4)OC(=O)C)O)C)OC(=O)C. Cell line: NCI-H522. Synergy scores: CSS=47.9, Synergy_ZIP=-3.69, Synergy_Bliss=-5.40, Synergy_Loewe=-51.7, Synergy_HSA=-3.94. (5) Drug 1: CC1CCC2CC(C(=CC=CC=CC(CC(C(=O)C(C(C(=CC(C(=O)CC(OC(=O)C3CCCCN3C(=O)C(=O)C1(O2)O)C(C)CC4CCC(C(C4)OC)OCCO)C)C)O)OC)C)C)C)OC. Drug 2: C(CN)CNCCSP(=O)(O)O. Cell line: UACC62. Synergy scores: CSS=13.8, Synergy_ZIP=-1.94, Synergy_Bliss=2.88, Synergy_Loewe=-6.69, Synergy_HSA=2.72. (6) Drug 1: CCCS(=O)(=O)NC1=C(C(=C(C=C1)F)C(=O)C2=CNC3=C2C=C(C=N3)C4=CC=C(C=C4)Cl)F. Drug 2: COCCOC1=C(C=C2C(=C1)C(=NC=N2)NC3=CC=CC(=C3)C#C)OCCOC.Cl. Cell line: HT29. Synergy scores: CSS=46.7, Synergy_ZIP=10.4, Synergy_Bliss=9.98, Synergy_Loewe=-6.89, Synergy_HSA=8.11. (7) Drug 2: CC12CCC3C(C1CCC2OP(=O)(O)O)CCC4=C3C=CC(=C4)OC(=O)N(CCCl)CCCl.[Na+]. Drug 1: C1CC(=O)NC(=O)C1N2C(=O)C3=CC=CC=C3C2=O. Synergy scores: CSS=2.34, Synergy_ZIP=-0.612, Synergy_Bliss=1.51, Synergy_Loewe=0.00351, Synergy_HSA=0.0201. Cell line: HS 578T.